From a dataset of Reaction yield outcomes from USPTO patents with 853,638 reactions. Predict the reaction yield, written as a fraction of the theoretical maximum amount of product (1.0 means a 100% yield; for example, 0.34 means a 34% yield). (1) The reactants are [C:1]([O:5][C:6]([N:8]1[CH2:13][CH2:12][CH:11]([C:14]2[CH:19]=[CH:18][C:17]([NH2:20])=[C:16](Br)[N:15]=2)[CH2:10][CH2:9]1)=[O:7])([CH3:4])([CH3:3])[CH3:2].[CH3:22]CO.C([O-])([O-])=O.[Na+].[Na+].[C:31]1([CH3:37])[CH:36]=[CH:35][CH:34]=[CH:33][CH:32]=1. The catalyst is CCOC(C)=O.C1C=CC([P]([Pd]([P](C2C=CC=CC=2)(C2C=CC=CC=2)C2C=CC=CC=2)([P](C2C=CC=CC=2)(C2C=CC=CC=2)C2C=CC=CC=2)[P](C2C=CC=CC=2)(C2C=CC=CC=2)C2C=CC=CC=2)(C2C=CC=CC=2)C2C=CC=CC=2)=CC=1. The product is [C:1]([O:5][C:6]([N:8]1[CH2:13][CH2:12][CH:11]([C:14]2[CH:19]=[CH:18][C:17]([NH2:20])=[C:16]([C:34]3[CH2:35][CH2:36][C:31]([CH3:22])([CH3:37])[CH2:32][CH:33]=3)[N:15]=2)[CH2:10][CH2:9]1)=[O:7])([CH3:4])([CH3:3])[CH3:2]. The yield is 0.660. (2) The catalyst is C(Cl)Cl.C(O)(C(F)(F)F)=O.O.O1CCOCC1. The product is [C:6]([N:8]1[CH2:12][CH2:11][CH2:10][C@H:9]1[CH2:13][O:14][C:15]1[CH:16]=[C:17]([CH2:21][C:22]([OH:24])=[O:23])[CH:18]=[CH:19][CH:20]=1)([O:5][CH2:1][CH:4]1[C:44]2[C:45](=[CH:40][CH:41]=[CH:42][CH:43]=2)[C:46]2[C:51]1=[CH:50][CH:49]=[CH:48][CH:47]=2)=[O:7]. The reactants are [C:1]([O:5][C:6]([N:8]1[CH2:12][CH2:11][CH2:10][C@H:9]1[CH2:13][O:14][C:15]1[CH:16]=[C:17]([CH2:21][C:22]([OH:24])=[O:23])[CH:18]=[CH:19][CH:20]=1)=[O:7])([CH3:4])(C)C.CCOCC.C([O-])(O)=O.[Na+].C(Cl)(OCC1[C:51]2[C:46](=[CH:47][CH:48]=[CH:49][CH:50]=2)[C:45]2[C:40]1=[CH:41][CH:42]=[CH:43][CH:44]=2)=O. The yield is 0.810. (3) The reactants are [N:1]1[CH:6]=[C:5]([CH2:7][C:8]2[C:9](=[O:15])[NH:10][C:11](=[S:14])[NH:12][CH:13]=2)[CH:4]=[N:3][CH:2]=1.CCN(C(C)C)C(C)C.[Cl:25][C:26]1[CH:31]=[CH:30][C:29]([O:32][C:33]2[CH:38]=[CH:37][C:36]([CH2:39]Cl)=[CH:35][CH:34]=2)=[CH:28][C:27]=1[C:41]([F:44])([F:43])[F:42]. The catalyst is C(Cl)Cl. The product is [Cl:25][C:26]1[CH:31]=[CH:30][C:29]([O:32][C:33]2[CH:34]=[CH:35][C:36]([CH2:39][S:14][C:11]3[NH:12][CH:13]=[C:8]([CH2:7][C:5]4[CH:6]=[N:1][CH:2]=[N:3][CH:4]=4)[C:9](=[O:15])[N:10]=3)=[CH:37][CH:38]=2)=[CH:28][C:27]=1[C:41]([F:42])([F:43])[F:44]. The yield is 0.267.